Task: Predict the reaction yield, written as a fraction of the theoretical maximum amount of product (1.0 means a 100% yield; for example, 0.34 means a 34% yield).. Dataset: Reaction yield outcomes from USPTO patents with 853,638 reactions (1) The reactants are [N+:1]([C:4]1[CH:5]=[CH:6][CH:7]=[C:8]2[C:12]=1[NH:11][N:10]=[CH:9]2)([O-:3])=[O:2].[OH-].[K+].[I:15]I. The catalyst is CN(C=O)C.S(=O)(O)[O-].[Na+]. The product is [I:15][C:9]1[C:8]2[C:12](=[C:4]([N+:1]([O-:3])=[O:2])[CH:5]=[CH:6][CH:7]=2)[NH:11][N:10]=1. The yield is 0.880. (2) The reactants are [F:1][C:2]1[CH:7]=[CH:6][C:5](I)=[C:4]([C:9]([F:12])([F:11])[F:10])[CH:3]=1.Br[C:14]([F:21])([F:20])[C:15]([O:17][CH2:18][CH3:19])=[O:16].[Cl-].[NH4+]. The catalyst is CS(C)=O.[Cu]. The product is [F:20][C:14]([F:21])([C:5]1[CH:6]=[CH:7][C:2]([F:1])=[CH:3][C:4]=1[C:9]([F:12])([F:11])[F:10])[C:15]([O:17][CH2:18][CH3:19])=[O:16]. The yield is 0.610. (3) The reactants are Br[C:2]1[C:3]([C:10]2[C:11]([F:29])=[N:12][CH:13]=[C:14]([C:16]3[CH:21]=[CH:20][C:19]([CH2:22][N:23]4[CH2:28][CH2:27][CH2:26][CH2:25][CH2:24]4)=[CH:18][CH:17]=3)[CH:15]=2)=[C:4]([NH2:9])[CH:5]=[N:6][C:7]=1[Cl:8].[CH:30]([Sn](CCCC)(CCCC)CCCC)=[CH2:31].[Cl-].[Li+]. The catalyst is O1CCOCC1.O.C1C=CC([P]([Pd]([P](C2C=CC=CC=2)(C2C=CC=CC=2)C2C=CC=CC=2)([P](C2C=CC=CC=2)(C2C=CC=CC=2)C2C=CC=CC=2)[P](C2C=CC=CC=2)(C2C=CC=CC=2)C2C=CC=CC=2)(C2C=CC=CC=2)C2C=CC=CC=2)=CC=1. The product is [Cl:8][C:7]1[N:6]=[CH:5][C:4]([NH2:9])=[C:3]([C:10]2[C:11]([F:29])=[N:12][CH:13]=[C:14]([C:16]3[CH:21]=[CH:20][C:19]([CH2:22][N:23]4[CH2:28][CH2:27][CH2:26][CH2:25][CH2:24]4)=[CH:18][CH:17]=3)[CH:15]=2)[C:2]=1[CH:30]=[CH2:31]. The yield is 0.820. (4) The reactants are [CH3:1][C:2]([C:9]1[NH:10][C:11]2[C:16]([CH:17]=1)=[CH:15][C:14]([N+:18]([O-:20])=[O:19])=[CH:13][CH:12]=2)([CH3:8])[C:3]([O:5]CC)=[O:4].O[Li].O.Cl. The catalyst is C1COCC1.O. The product is [CH3:8][C:2]([C:9]1[NH:10][C:11]2[C:16]([CH:17]=1)=[CH:15][C:14]([N+:18]([O-:20])=[O:19])=[CH:13][CH:12]=2)([CH3:1])[C:3]([OH:5])=[O:4]. The yield is 0.990. (5) The reactants are [N+:1]([C:4]1[N:9]=[CH:8][C:7]([N:10]2[CH:15]3[CH2:16][CH2:17][CH:11]2[CH2:12][N:13]([C:18]([O:20][C:21]([CH3:24])([CH3:23])[CH3:22])=[O:19])[CH2:14]3)=[CH:6][CH:5]=1)([O-])=O. The catalyst is [Pd].CO. The product is [NH2:1][C:4]1[N:9]=[CH:8][C:7]([N:10]2[CH:11]3[CH2:17][CH2:16][CH:15]2[CH2:14][N:13]([C:18]([O:20][C:21]([CH3:24])([CH3:23])[CH3:22])=[O:19])[CH2:12]3)=[CH:6][CH:5]=1. The yield is 0.660.